From a dataset of Antibody developability classification from SAbDab with 2,409 antibodies. Regression/Classification. Given an antibody's heavy chain and light chain sequences, predict its developability. TAP uses regression for 5 developability metrics; SAbDab uses binary classification. (1) The antibody is ['QVQLQESGPGLVKPSETLSLTCTVSGFSLIGYDLNWIRQPPGKGLEWIGIIWGDGTTDYNSAVKSRVTISKDTSKNQFSLKLSSVTAADTAVYYCARGGYWYATSYYFDYWGQGTLVTVSS', 'DIQMTQSPSSLSASVGDRVTITCRASQSISNNLNWYQQKPGKAPKLLIYYTSRFHSGVPSRFSGSGSGTDFTFTISSLQPEDIATYYCQQEHTLPYTFGQGTKLEIK']. Result: 1 (developable). (2) The antibody is ['DVQLQESGPGLVKPSQSLSLTCTVTGYSITSNYAWNWIRQFPGNKLEWMGFISSYGTTTYNPSLKSRFSITRDTSKNQFFLQLHSVTIEDTGTYFCTREGDYWGQGTTLTVSS', 'DVVLTQTPLSLPVSLGDQASISCRSSQRLVHSNGNIYLHWFLQKPGQSPKLLIYKLSSRFSGVPDRFSGSGSGTDFTLKISRVESEDLGIYYCSQTTHVPYTFGGGTKLEIK']. Result: 0 (not developable). (3) The antibody is ['QVQLQESGPGLVKPSETLSLTCTVSGGSISNYYWSWIRQSPGKGLEWIGYISDSESTNYNPSLKSRVIISVDTSKNQLSLKLNSVTAADSAIYYCARAQQGKRIYGMVSFGEFFYYYYMDVWGKGTTVTVSS', '5v7j_L']. Result: 0 (not developable). (4) The antibody is ['EVQLLESGGGLVQPGGSLRLSCAVSGIDLSNYAINWVRQAPGKGLEWIGIIWASGTTFYATWAKGRFTISRDNSKNTVYLQMNSLRAEDTAVYYCARTVPGYSTAPYFDLWGQGTLVTVSS', 'DIQMTQSPSSVSASVGDRVTITCQSSPSVWSNFLSWYQQKPGKAPKLLIYEASKLTSGVPSRFSGSGSGTDFTLTISSLQPEDFATYYCGGGYSSISDTTFGGGTKVEIK']. Result: 1 (developable).